From a dataset of Reaction yield outcomes from USPTO patents with 853,638 reactions. Predict the reaction yield, written as a fraction of the theoretical maximum amount of product (1.0 means a 100% yield; for example, 0.34 means a 34% yield). (1) The reactants are O([C:3]1[CH:4]=[CH:5][C:6]2[N:10]=[N:9][N:8]([CH2:11][CH2:12][CH2:13][CH2:14]Cl)[C:7]=2[CH:16]=1)C.[F:17][C:18]([F:32])([F:31])[C:19]1[CH:20]=[C:21]([CH:25]2[CH2:30][CH2:29]CN[CH2:26]2)[CH:22]=[CH:23][CH:24]=1.[CH:33]([N:36](C(C)C)CC)(C)C.[I-].[K+]. The catalyst is C(#N)C. The product is [N:8]1([CH2:11][CH2:12][CH2:13][CH2:14][N:36]2[CH2:33][CH2:26][CH:25]([C:21]3[CH:22]=[CH:23][CH:24]=[C:19]([C:18]([F:17])([F:31])[F:32])[CH:20]=3)[CH2:30][CH2:29]2)[C:7]2[CH:16]=[CH:3][CH:4]=[CH:5][C:6]=2[N:10]=[N:9]1. The yield is 0.646. (2) The reactants are O[C:2]1([C:16]2[C:24]([OH:25])=[CH:23][C:19]3[O:20][CH2:21][O:22][C:18]=3[CH:17]=2)[C:6](=[O:7])[N:5]([CH2:8][CH2:9][CH2:10][CH2:11][CH3:12])[C:4]2[CH:13]=[CH:14][S:15][C:3]1=2.FC(F)(F)C(O)=O.C([SiH](CC)CC)C. The catalyst is C(Cl)Cl. The product is [OH:25][C:24]1[C:16]([CH:2]2[C:6](=[O:7])[N:5]([CH2:8][CH2:9][CH2:10][CH2:11][CH3:12])[C:4]3[CH:13]=[CH:14][S:15][C:3]2=3)=[CH:17][C:18]2[O:22][CH2:21][O:20][C:19]=2[CH:23]=1. The yield is 0.490. (3) The reactants are [Cl:1][C:2]1[CH:7]=[CH:6][C:5]([NH:8][C:9](=O)[C:10]([F:18])([F:17])[C:11]2[CH:16]=[CH:15][CH:14]=[CH:13][CH:12]=2)=[C:4]([F:20])[C:3]=1[CH2:21][CH2:22][OH:23].C([O-])([O-])=O.[K+].[K+]. The catalyst is C1COCC1.O. The product is [F:18][C:10]([F:17])([C:11]1[CH:12]=[CH:13][CH:14]=[CH:15][CH:16]=1)[CH2:9][NH:8][C:5]1[C:4]([F:20])=[C:3]([CH2:21][CH2:22][OH:23])[C:2]([Cl:1])=[CH:7][CH:6]=1. The yield is 0.810. (4) The reactants are N1C=CC=CC=1.[NH2:7][C:8]1[CH:13]=[C:12]([CH2:14][C:15]2[C:20]([Cl:21])=[CH:19][CH:18]=[CH:17][C:16]=2[Cl:22])[N:11]=[C:10]([NH:23][C:24]2[CH:31]=[CH:30][C:27]([C:28]#[N:29])=[CH:26][CH:25]=2)[N:9]=1.[Cl:32][CH2:33][C:34](Cl)=[O:35]. The catalyst is C(Cl)Cl. The product is [Cl:32][CH2:33][C:34]([NH:7][C:8]1[CH:13]=[C:12]([CH2:14][C:15]2[C:20]([Cl:21])=[CH:19][CH:18]=[CH:17][C:16]=2[Cl:22])[N:11]=[C:10]([NH:23][C:24]2[CH:25]=[CH:26][C:27]([C:28]#[N:29])=[CH:30][CH:31]=2)[N:9]=1)=[O:35]. The yield is 0.365. (5) The reactants are Br[CH2:2][C:3]1[N:8]=[C:7]([C:9]2[CH:14]=[CH:13][CH:12]=[C:11]([C:15]([F:18])([F:17])[F:16])[CH:10]=2)[C:6]([O:19][CH3:20])=[CH:5][CH:4]=1.[F:21][C:22]1[CH:27]=[CH:26][C:25](B(O)O)=[CH:24][CH:23]=1.C1C=CC(P(C2C=CC=CC=2)C2C=CC=CC=2)=CC=1.[O-]P([O-])([O-])=O.[K+].[K+].[K+]. The catalyst is CC([O-])=O.CC([O-])=O.[Pd+2].C(O)C.O.COCCOC. The product is [F:21][C:22]1[CH:27]=[CH:26][C:25]([CH2:2][C:3]2[N:8]=[C:7]([C:9]3[CH:14]=[CH:13][CH:12]=[C:11]([C:15]([F:18])([F:17])[F:16])[CH:10]=3)[C:6]([O:19][CH3:20])=[CH:5][CH:4]=2)=[CH:24][CH:23]=1. The yield is 0.220. (6) The reactants are [NH:1]1[CH2:6][CH2:5][CH2:4][CH2:3][CH2:2]1.[C:7]1([C:13]([C:21]2[CH:26]=[CH:25][CH:24]=[CH:23][CH:22]=2)([C:15]2[CH:20]=[CH:19][CH:18]=[CH:17][CH:16]=2)Cl)[CH:12]=[CH:11][CH:10]=[CH:9][CH:8]=1.C(=O)([O-])[O-].[K+].[K+].C(=O)([O-])O.[Na+]. The product is [C:7]1([C:13]([C:15]2[CH:16]=[CH:17][CH:18]=[CH:19][CH:20]=2)([C:21]2[CH:22]=[CH:23][CH:24]=[CH:25][CH:26]=2)[N:1]2[CH2:6][CH2:5][CH2:4][CH2:3][CH2:2]2)[CH:8]=[CH:9][CH:10]=[CH:11][CH:12]=1. The catalyst is C(#N)C. The yield is 0.310. (7) The reactants are [O:1]=[C:2]1[NH:6][C:5]2[CH:7]=[CH:8][C:9]([C:11]([OH:13])=O)=[CH:10][C:4]=2[S:3]1.[CH2:14]1[C@H:23]2[C@H:18]([CH2:19][CH2:20][C:21]3[CH:27]=[CH:26][CH:25]=[CH:24][C:22]=32)[NH:17][CH2:16][CH2:15]1.F[P-](F)(F)(F)(F)F.N1(OC(N(C)C)=[N+](C)C)C2N=CC=CC=2N=N1. No catalyst specified. The product is [CH2:14]1[C@H:23]2[C@H:18]([CH2:19][CH2:20][C:21]3[CH:27]=[CH:26][CH:25]=[CH:24][C:22]=32)[N:17]([C:11]([C:9]2[CH:8]=[CH:7][C:5]3[NH:6][C:2](=[O:1])[S:3][C:4]=3[CH:10]=2)=[O:13])[CH2:16][CH2:15]1. The yield is 0.560. (8) The reactants are [CH3:1][S-:2].[Na+].[CH:4]12[CH2:13][CH:8]3[CH2:9][CH:10]([CH2:12][CH:6]([CH2:7]3)[CH:5]1[NH:14][C:15]([C:17]1[C:18](Cl)=[N:19][C:20]([Cl:23])=[CH:21][CH:22]=1)=[O:16])[CH2:11]2. The catalyst is CC(N(C)C)=O.CCOC(C)=O. The product is [CH:4]12[CH2:13][CH:8]3[CH2:9][CH:10]([CH2:12][CH:6]([CH2:7]3)[CH:5]1[NH:14][C:15]([C:17]1[C:18]([S:2][CH3:1])=[N:19][C:20]([Cl:23])=[CH:21][CH:22]=1)=[O:16])[CH2:11]2. The yield is 0.555.